This data is from Reaction yield outcomes from USPTO patents with 853,638 reactions. The task is: Predict the reaction yield, written as a fraction of the theoretical maximum amount of product (1.0 means a 100% yield; for example, 0.34 means a 34% yield). The reactants are [F:1][C:2]1[CH:7]=[CH:6][C:5]([CH:8]2[NH:12][NH:11][C:10]([C:13]3[S:14][CH:15]=[CH:16][CH:17]=3)=[CH:9]2)=[CH:4][CH:3]=1. The catalyst is C1(C)C=CC=CC=1.[O-2].[O-2].[Mn+4]. The product is [F:1][C:2]1[CH:3]=[CH:4][C:5]([C:8]2[CH:9]=[C:10]([C:13]3[S:14][CH:15]=[CH:16][CH:17]=3)[NH:11][N:12]=2)=[CH:6][CH:7]=1. The yield is 0.300.